The task is: Regression. Given two drug SMILES strings and cell line genomic features, predict the synergy score measuring deviation from expected non-interaction effect.. This data is from NCI-60 drug combinations with 297,098 pairs across 59 cell lines. (1) Drug 1: CCC(=C(C1=CC=CC=C1)C2=CC=C(C=C2)OCCN(C)C)C3=CC=CC=C3.C(C(=O)O)C(CC(=O)O)(C(=O)O)O. Drug 2: CC1=C(C(=CC=C1)Cl)NC(=O)C2=CN=C(S2)NC3=CC(=NC(=N3)C)N4CCN(CC4)CCO. Cell line: OVCAR3. Synergy scores: CSS=23.9, Synergy_ZIP=4.81, Synergy_Bliss=8.45, Synergy_Loewe=3.34, Synergy_HSA=9.54. (2) Drug 1: C1CC(C1)(C(=O)O)C(=O)O.[NH2-].[NH2-].[Pt+2]. Drug 2: C1CNP(=O)(OC1)N(CCCl)CCCl. Cell line: SF-539. Synergy scores: CSS=22.5, Synergy_ZIP=-9.38, Synergy_Bliss=-3.01, Synergy_Loewe=-25.2, Synergy_HSA=-3.00. (3) Drug 1: COC1=NC(=NC2=C1N=CN2C3C(C(C(O3)CO)O)O)N. Drug 2: CC1C(C(CC(O1)OC2CC(CC3=C2C(=C4C(=C3O)C(=O)C5=C(C4=O)C(=CC=C5)OC)O)(C(=O)CO)O)N)O.Cl. Cell line: HCT-15. Synergy scores: CSS=12.3, Synergy_ZIP=-3.12, Synergy_Bliss=-1.18, Synergy_Loewe=-9.76, Synergy_HSA=-1.14. (4) Drug 1: CCCS(=O)(=O)NC1=C(C(=C(C=C1)F)C(=O)C2=CNC3=C2C=C(C=N3)C4=CC=C(C=C4)Cl)F. Drug 2: CCC1=C2CN3C(=CC4=C(C3=O)COC(=O)C4(CC)O)C2=NC5=C1C=C(C=C5)O. Cell line: 786-0. Synergy scores: CSS=62.3, Synergy_ZIP=7.58, Synergy_Bliss=7.52, Synergy_Loewe=-23.9, Synergy_HSA=8.16.